Task: Predict the reaction yield, written as a fraction of the theoretical maximum amount of product (1.0 means a 100% yield; for example, 0.34 means a 34% yield).. Dataset: Reaction yield outcomes from USPTO patents with 853,638 reactions (1) The reactants are [OH:1][C:2]1[CH:11]=[C:10]2[C:5]([CH2:6][CH2:7][CH2:8][C:9]2=[O:12])=[CH:4][CH:3]=1.[Br:13][C:14]1[CH:19]=[CH:18][C:17]([Cl:20])=[CH:16][C:15]=1[CH2:21]Br.C(=O)([O-])[O-].[K+].[K+]. The catalyst is CN(C)C=O.C(OCC)(=O)C. The product is [Br:13][C:14]1[CH:19]=[CH:18][C:17]([Cl:20])=[CH:16][C:15]=1[CH2:21][O:1][C:2]1[CH:11]=[C:10]2[C:5]([CH2:6][CH2:7][CH2:8][C:9]2=[O:12])=[CH:4][CH:3]=1. The yield is 0.890. (2) The reactants are [CH3:1][C@:2]12[C:9]([CH3:11])([CH3:10])[CH:6]([CH2:7][CH2:8]1)[C:5](=[O:12])[CH2:4][C:3]2=[O:13].C(N(CC)CC)C.[F:21][C:22]([F:37])([F:36])[C:23]1[CH:24]=[C:25]([N:33]=[C:34]=[O:35])[CH:26]=[C:27]([C:29]([F:32])([F:31])[F:30])[CH:28]=1.Cl. The catalyst is CN(C)C1C=CN=CC=1.ClCCl. The product is [F:21][C:22]([F:36])([F:37])[C:23]1[CH:24]=[C:25]([NH:33][C:34]([CH:4]2[C:5](=[O:12])[CH:6]3[C:9]([CH3:10])([CH3:11])[C@@:2]([CH3:1])([CH2:8][CH2:7]3)[C:3]2=[O:13])=[O:35])[CH:26]=[C:27]([C:29]([F:32])([F:30])[F:31])[CH:28]=1. The yield is 0.510. (3) The reactants are CO[C:3]([O:15][CH3:16])([OH:14])[CH:4]=[CH:5][C:6]1[CH:11]=[CH:10][C:9]([CH:12]=[O:13])=[CH:8][CH:7]=1.[C:17](=[O:20])([O-])[O-].[K+].[K+].[CH3:23]I. The product is [CH3:17][O:20][CH:12]([O:13][CH3:23])[C:9]1[CH:8]=[CH:7][C:6](/[CH:5]=[CH:4]/[C:3]([O:15][CH3:16])=[O:14])=[CH:11][CH:10]=1. The yield is 0.890. The catalyst is CN(C)C=O. (4) The reactants are [F:1][C:2]1[C:3]([C:11](=[O:20])[C:12]2[CH:17]=[CH:16][C:15]([O:18][CH3:19])=[CH:14][CH:13]=2)=[C:4]([OH:10])[CH:5]=[C:6]([CH2:8][OH:9])[CH:7]=1.[C:21](OC=C)(=[O:23])[CH3:22].CCCC[Sn](Cl)(O[Sn](Cl)(CCCC)CCCC)CCCC. The catalyst is O1CCCC1. The product is [C:21]([O:9][CH2:8][C:6]1[CH:7]=[C:2]([F:1])[C:3]([C:11](=[O:20])[C:12]2[CH:17]=[CH:16][C:15]([O:18][CH3:19])=[CH:14][CH:13]=2)=[C:4]([OH:10])[CH:5]=1)(=[O:23])[CH3:22]. The yield is 0.941. (5) The reactants are Cl[CH2:2][C:3]([N:5]1[C:14]2[C:9](=[CH:10][CH:11]=[CH:12][CH:13]=2)[CH2:8][CH2:7][CH2:6]1)=[O:4].[Cl:15][C:16]1[C:21]2[N:22]=[C:23]([SH:25])[S:24][C:20]=2[CH:19]=[CH:18][CH:17]=1. No catalyst specified. The product is [Cl:15][C:16]1[C:21]2[N:22]=[C:23]([S:25][CH2:2][C:3]([N:5]3[C:14]4[C:9](=[CH:10][CH:11]=[CH:12][CH:13]=4)[CH2:8][CH2:7][CH2:6]3)=[O:4])[S:24][C:20]=2[CH:19]=[CH:18][CH:17]=1. The yield is 0.720. (6) The reactants are [Br:1][C:2]1[C:11]([O:12]C)=[CH:10][CH:9]=[C:8]2[C:3]=1[CH:4]=[CH:5][C:6]([CH3:14])=[N:7]2. The catalyst is Br. The product is [Br:1][C:2]1[C:11]([OH:12])=[CH:10][CH:9]=[C:8]2[C:3]=1[CH:4]=[CH:5][C:6]([CH3:14])=[N:7]2. The yield is 0.920. (7) The reactants are [N+:1]([C:4]1[CH:5]=[CH:6][C:7]2[CH2:13][CH2:12][CH2:11][CH2:10][N:9]([C:14](=[O:16])[CH3:15])[C:8]=2[CH:17]=1)([O-])=O. The catalyst is CCO.[Pd]. The product is [NH2:1][C:4]1[CH:5]=[CH:6][C:7]2[CH2:13][CH2:12][CH2:11][CH2:10][N:9]([C:14](=[O:16])[CH3:15])[C:8]=2[CH:17]=1. The yield is 0.900. (8) The catalyst is CCCCCCC.CCOC(C)=O. The reactants are I[CH2:2][C@@H:3]([CH3:18])[CH2:4][N:5]1[C:10]2[CH:11]=[C:12]([O:15][CH3:16])[CH:13]=[CH:14][C:9]=2[O:8][CH2:7][C:6]1=[O:17].[CH2:19]([CH:23]1[CH2:29][CH:28]2[NH:30][CH:25]([CH2:26][CH2:27]2)[CH2:24]1)[CH2:20][CH2:21][CH3:22]. The yield is 0.610. The product is [CH2:19]([CH:23]1[CH2:24][CH:25]2[N:30]([CH2:2][C@@H:3]([CH3:18])[CH2:4][N:5]3[C:10]4[CH:11]=[C:12]([O:15][CH3:16])[CH:13]=[CH:14][C:9]=4[O:8][CH2:7][C:6]3=[O:17])[CH:28]([CH2:27][CH2:26]2)[CH2:29]1)[CH2:20][CH2:21][CH3:22].